This data is from NCI-60 drug combinations with 297,098 pairs across 59 cell lines. The task is: Regression. Given two drug SMILES strings and cell line genomic features, predict the synergy score measuring deviation from expected non-interaction effect. Drug 1: CN1C(=O)N2C=NC(=C2N=N1)C(=O)N. Drug 2: CCC1=C2CN3C(=CC4=C(C3=O)COC(=O)C4(CC)O)C2=NC5=C1C=C(C=C5)O. Cell line: HCC-2998. Synergy scores: CSS=29.5, Synergy_ZIP=-3.14, Synergy_Bliss=2.83, Synergy_Loewe=-49.2, Synergy_HSA=-0.189.